Dataset: Forward reaction prediction with 1.9M reactions from USPTO patents (1976-2016). Task: Predict the product of the given reaction. (1) Given the reactants [F:1][C:2]1[C:3]([O:22][CH3:23])=[CH:4][CH:5]=[C:6]2[C:10]=1[C:9](=[O:11])[N:8]([CH2:12][C@H:13]1[CH2:18][CH2:17][C@H:16]([C:19]([OH:21])=O)[CH2:15][CH2:14]1)[CH2:7]2.CN1CCCCC1.ClC(OCC)=O.Cl.[CH3:38][NH:39][O:40][CH3:41], predict the reaction product. The product is: [F:1][C:2]1[C:3]([O:22][CH3:23])=[CH:4][CH:5]=[C:6]2[C:10]=1[C:9](=[O:11])[N:8]([CH2:12][C@H:13]1[CH2:14][CH2:15][C@H:16]([C:19]([N:39]([O:40][CH3:41])[CH3:38])=[O:21])[CH2:17][CH2:18]1)[CH2:7]2. (2) The product is: [I:8][C:7]1[C:2]([O:25][C:22]2[CH:21]=[CH:20][C:19]([NH:18][C:10]3[S:9][C:13]4[CH:14]=[CH:15][CH:16]=[CH:17][C:12]=4[N:11]=3)=[CH:24][CH:23]=2)=[N:3][CH:4]=[CH:5][CH:6]=1. Given the reactants F[C:2]1[C:7]([I:8])=[CH:6][CH:5]=[CH:4][N:3]=1.[S:9]1[C:13]2[CH:14]=[CH:15][CH:16]=[CH:17][C:12]=2[N:11]=[C:10]1[NH:18][C:19]1[CH:24]=[CH:23][C:22]([OH:25])=[CH:21][CH:20]=1.C(=O)([O-])[O-].[Cs+].[Cs+], predict the reaction product. (3) Given the reactants [Cl:1][C:2]1[CH:3]=[C:4]([C:9]2[C:13]([CH2:14][CH2:15][C:16]([OH:18])=[O:17])=[CH:12][O:11][N:10]=2)[CH:5]=[CH:6][C:7]=1[F:8].S(=O)(=O)(O)O.[CH3:24]O, predict the reaction product. The product is: [Cl:1][C:2]1[CH:3]=[C:4]([C:9]2[C:13]([CH2:14][CH2:15][C:16]([O:18][CH3:24])=[O:17])=[CH:12][O:11][N:10]=2)[CH:5]=[CH:6][C:7]=1[F:8]. (4) Given the reactants C(OC([N:6]=[S:7]([CH2:35][CH3:36])([C:9]1[CH:14]=[CH:13][CH:12]=[C:11]([CH2:15][O:16][C:17]2[CH:26]=[C:25]3[C:20]([C:21]([NH:27][C:28]4[S:29][CH:30]=[CH:31][N:32]=4)=[N:22][CH:23]=[N:24]3)=[CH:19][C:18]=2[O:33][CH3:34])[CH:10]=1)=[O:8])=O)C.ClCCl.CO, predict the reaction product. The product is: [CH2:35]([S:7]([C:9]1[CH:14]=[CH:13][CH:12]=[C:11]([CH2:15][O:16][C:17]2[CH:26]=[C:25]3[C:20]([C:21]([NH:27][C:28]4[S:29][CH:30]=[CH:31][N:32]=4)=[N:22][CH:23]=[N:24]3)=[CH:19][C:18]=2[O:33][CH3:34])[CH:10]=1)(=[NH:6])=[O:8])[CH3:36]. (5) Given the reactants [Br:1]C1C=C(OC)C(N2CCN(C)CC2)=NC=1.[O:17]([C:19]1[CH:24]=[CH:23][N:22]=[C:21]([N:25]2[CH2:30][CH2:29][NH:28][C:27](=[O:31])[CH2:26]2)[CH:20]=1)[CH3:18], predict the reaction product. The product is: [Br:1][C:24]1[C:19]([O:17][CH3:18])=[CH:20][C:21]([N:25]2[CH2:30][CH2:29][NH:28][C:27](=[O:31])[CH2:26]2)=[N:22][CH:23]=1. (6) Given the reactants [I-].[CH3:2][S+](C)(C)=O.[H-].[Na+].[Cl:9][C:10]1[C:15](/[CH:16]=[CH:17]/[C:18]([O:20][CH2:21][CH3:22])=[O:19])=[CH:14][CH:13]=[C:12]([C:23]2[CH:28]=[CH:27][CH:26]=[C:25]([C:29]([F:32])([F:31])[F:30])[CH:24]=2)[N:11]=1, predict the reaction product. The product is: [Cl:9][C:10]1[C:15]([C@@H:16]2[CH2:2][C@H:17]2[C:18]([O:20][CH2:21][CH3:22])=[O:19])=[CH:14][CH:13]=[C:12]([C:23]2[CH:28]=[CH:27][CH:26]=[C:25]([C:29]([F:30])([F:31])[F:32])[CH:24]=2)[N:11]=1. (7) Given the reactants [NH2:1][C:2]1[C:11]([I:12])=[C:10]([C:13]2[N:17]([CH3:18])[N:16]=[N:15][C:14]=2[CH3:19])[CH:9]=[C:8]2[C:3]=1[CH2:4][CH2:5][NH:6][C:7]2=[O:20].S(Cl)([Cl:24])(=O)=O, predict the reaction product. The product is: [NH2:1][C:2]1[C:11]([I:12])=[C:10]([C:13]2[N:17]([CH3:18])[N:16]=[N:15][C:14]=2[CH3:19])[C:9]([Cl:24])=[C:8]2[C:3]=1[CH2:4][CH2:5][NH:6][C:7]2=[O:20].